From a dataset of Full USPTO retrosynthesis dataset with 1.9M reactions from patents (1976-2016). Predict the reactants needed to synthesize the given product. (1) Given the product [NH2:4][C:5]1[CH:30]=[CH:29][CH:28]=[CH:27][C:6]=1[CH2:7][N:8]1[C:17]2[C:12](=[CH:13][CH:14]=[C:15]([C:18]3[C:19]([CH3:24])=[N:20][O:21][C:22]=3[CH3:23])[CH:16]=2)[C:11](=[O:25])[CH:10]=[C:9]1[CH2:26][OH:32], predict the reactants needed to synthesize it. The reactants are: C([NH:4][C:5]1[CH:30]=[CH:29][CH:28]=[CH:27][C:6]=1[CH2:7][N:8]1[C:17]2[C:12](=[CH:13][CH:14]=[C:15]([C:18]3[C:19]([CH3:24])=[N:20][O:21][C:22]=3[CH3:23])[CH:16]=2)[C:11](=[O:25])[CH:10]=[C:9]1[CH3:26])(=O)C.[Se](=O)=[O:32]. (2) The reactants are: C([O:9][C@H:10]1[C@H:14]([O:15][C:16]2[N:21]=[CH:20][CH:19]=[CH:18][N:17]=2)[CH2:13][N:12]([C:22]2[CH:23]=[N:24][N:25]3[CH2:30][C@H:29]([CH3:31])[N:28]([C:32]([O:34][C:35]([CH3:38])([CH3:37])[CH3:36])=[O:33])[CH2:27][C:26]=23)[C:11]1=[O:39])(=O)C1C=CC=CC=1.C[O-].[Na+]. Given the product [OH:9][C@H:10]1[C@H:14]([O:15][C:16]2[N:21]=[CH:20][CH:19]=[CH:18][N:17]=2)[CH2:13][N:12]([C:22]2[CH:23]=[N:24][N:25]3[CH2:30][C@H:29]([CH3:31])[N:28]([C:32]([O:34][C:35]([CH3:38])([CH3:37])[CH3:36])=[O:33])[CH2:27][C:26]=23)[C:11]1=[O:39], predict the reactants needed to synthesize it. (3) Given the product [CH3:49][C:47]([CH3:48])([CH3:50])[C:46]#[C:45][C:9]1[S:8][C:7]([C:5]([OH:6])=[O:4])=[C:11]([N:12]([C:36]([CH:38]2[CH2:39][CH2:40][CH:41]([CH3:44])[CH2:42][CH2:43]2)=[O:37])[CH:13]2[CH2:14][CH2:15][C:16]([O:26][C:27]([CH:29]3[CH2:34][CH2:33][CH:32]([CH3:35])[CH2:31][CH2:30]3)=[O:28])([CH2:19][O:20][CH:21]3[CH2:25][CH2:24][O:23][CH2:22]3)[CH2:17][CH2:18]2)[CH:10]=1, predict the reactants needed to synthesize it. The reactants are: [OH-].[Na+].C[O:4][C:5]([C:7]1[S:8][C:9]([C:45]#[C:46][C:47]([CH3:50])([CH3:49])[CH3:48])=[CH:10][C:11]=1[N:12]([C:36]([CH:38]1[CH2:43][CH2:42][CH:41]([CH3:44])[CH2:40][CH2:39]1)=[O:37])[CH:13]1[CH2:18][CH2:17][C:16]([O:26][C:27]([CH:29]2[CH2:34][CH2:33][CH:32]([CH3:35])[CH2:31][CH2:30]2)=[O:28])([CH2:19][O:20][CH:21]2[CH2:25][CH2:24][O:23][CH2:22]2)[CH2:15][CH2:14]1)=[O:6].C1COCC1.O. (4) Given the product [F:29][C:30]1[CH:31]=[C:32]([C:2]2[CH:3]=[CH:4][C:46]([C:2]3[CH:11]=[CH:10][CH:9]=[C:8]4[C:3]=3[CH2:4][CH2:5][N:6]([S:12]([NH:15][C:16]3[S:17][CH:18]=[N:19][N:20]=3)(=[O:14])=[O:13])[CH2:7]4)=[C:45]([O:44][CH3:43])[CH:11]=2)[CH:33]=[CH:34][C:35]=1[F:36], predict the reactants needed to synthesize it. The reactants are: Br[C:2]1[CH:11]=[CH:10][CH:9]=[C:8]2[C:3]=1[CH2:4][CH2:5][N:6]([S:12]([NH:15][C:16]1[S:17][CH:18]=[N:19][N:20]=1)(=[O:14])=[O:13])[CH2:7]2.P([O-])([O-])([O-])=O.[K+].[K+].[K+].[F:29][C:30]1[CH:31]=[C:32](B(O)O)[CH:33]=[CH:34][C:35]=1[F:36].Cl.O1[CH2:46][CH2:45][O:44][CH2:43]C1. (5) The reactants are: C(Cl)(=O)C1C=CC=CC=1.C(OC([N:17]1[CH2:22][CH2:21][CH:20]([N:23]([C:32](=[O:39])[C:33]2[CH:38]=[CH:37][CH:36]=[CH:35][CH:34]=2)[C:24]2[CH:29]=[CH:28][CH:27]=[C:26]([O:30][CH3:31])[CH:25]=2)[CH2:19][CH2:18]1)=O)(C)(C)C.ClC1C=CC(N(C2CCNCC2)C(=O)[C:49]2[CH:54]=[CH:53][CH:52]=[C:51]([O:55]C)[CH:50]=2)=CC=1.C12OC1CCCC2. Given the product [OH:55][C@@H:51]1[CH2:52][CH2:53][CH2:54][CH2:49][C@H:50]1[N:17]1[CH2:22][CH2:21][CH:20]([N:23]([C:24]2[CH:29]=[CH:28][CH:27]=[C:26]([O:30][CH3:31])[CH:25]=2)[C:32](=[O:39])[C:33]2[CH:34]=[CH:35][CH:36]=[CH:37][CH:38]=2)[CH2:19][CH2:18]1, predict the reactants needed to synthesize it.